Dataset: Reaction yield outcomes from USPTO patents with 853,638 reactions. Task: Predict the reaction yield, written as a fraction of the theoretical maximum amount of product (1.0 means a 100% yield; for example, 0.34 means a 34% yield). (1) The reactants are [OH:1][C:2]1[NH:7][C:6](=[O:8])[N:5]([CH2:9][C:10]2[CH:15]=[CH:14][CH:13]=[CH:12][CH:11]=2)[C:4](=[O:16])[C:3]=1[C:17]([NH:19][CH2:20][C:21]([O:23][CH2:24][CH3:25])=[O:22])=[O:18].[C:26]([C:28]1[CH:29]=[C:30]([CH:33]=[CH:34][CH:35]=1)[CH2:31]Br)#[N:27].C(=O)([O-])[O-].[Na+].[Na+].Cl. The catalyst is CN(C)C=O. The product is [C:26]([C:28]1[CH:29]=[C:30]([CH2:31][N:7]2[C:2]([OH:1])=[C:3]([C:17]([NH:19][CH2:20][C:21]([O:23][CH2:24][CH3:25])=[O:22])=[O:18])[C:4](=[O:16])[N:5]([CH2:9][C:10]3[CH:11]=[CH:12][CH:13]=[CH:14][CH:15]=3)[C:6]2=[O:8])[CH:33]=[CH:34][CH:35]=1)#[N:27]. The yield is 0.650. (2) The catalyst is C(#N)C. The yield is 0.500. The reactants are [C:1]([C:3]1[N:4]=[C:5]([N:8]2[CH2:12][CH2:11][C@@H:10](OS(C)(=O)=O)[CH2:9]2)[S:6][CH:7]=1)#[N:2].[C:18]([O-:21])(=[S:20])[CH3:19].[K+]. The product is [C:18]([S:20][C@H:10]1[CH2:11][CH2:12][N:8]([C:5]2[S:6][CH:7]=[C:3]([C:1]#[N:2])[N:4]=2)[CH2:9]1)(=[O:21])[CH3:19]. (3) The reactants are [CH3:1][C:2]1[CH:7]=[C:6]([CH3:8])[NH:5][C:4](=[O:9])[C:3]=1[CH2:10][NH:11][C:12]([C:14]1[CH:15]=[C:16]([C:30]2[CH:35]=[CH:34][C:33]([CH:36]=O)=[CH:32][C:31]=2[F:38])[CH:17]=[C:18]([N:21]([CH2:28][CH3:29])[CH:22]2[CH2:27][CH2:26][O:25][CH2:24][CH2:23]2)[C:19]=1[CH3:20])=[O:13].[NH:39]1[CH2:44][CH2:43][O:42][CH2:41][CH2:40]1.C(O)(=O)C.C(O[BH-](OC(=O)C)OC(=O)C)(=O)C.[Na+]. The catalyst is ClC(Cl)C.ClCCl. The product is [CH3:1][C:2]1[CH:7]=[C:6]([CH3:8])[NH:5][C:4](=[O:9])[C:3]=1[CH2:10][NH:11][C:12]([C:14]1[CH:15]=[C:16]([C:30]2[CH:35]=[CH:34][C:33]([CH2:36][N:39]3[CH2:44][CH2:43][O:42][CH2:41][CH2:40]3)=[CH:32][C:31]=2[F:38])[CH:17]=[C:18]([N:21]([CH2:28][CH3:29])[CH:22]2[CH2:27][CH2:26][O:25][CH2:24][CH2:23]2)[C:19]=1[CH3:20])=[O:13]. The yield is 0.880.